This data is from Catalyst prediction with 721,799 reactions and 888 catalyst types from USPTO. The task is: Predict which catalyst facilitates the given reaction. (1) Reactant: [Cl:1][C:2]1[S:9][C:8]2[CH:7]=[C:6]([C:10]([NH:12][C@@H:13]3[CH2:21][C:20]4[C:15](=[CH:16][CH:17]=[CH:18][CH:19]=4)[C@H:14]3[N:22]([C:24]([C@H:26]3[CH2:30][O:29]C(C)(C)[O:27]3)=[O:25])[CH3:23])=[O:11])[NH:5][C:4]=2[C:3]=1[Cl:33].O. The catalyst class is: 15. Product: [Cl:1][C:2]1[S:9][C:8]2[CH:7]=[C:6]([C:10]([NH:12][C@@H:13]3[CH2:21][C:20]4[C:15](=[CH:16][CH:17]=[CH:18][CH:19]=4)[C@H:14]3[N:22]([C:24](=[O:25])[C@H:26]([OH:27])[CH2:30][OH:29])[CH3:23])=[O:11])[NH:5][C:4]=2[C:3]=1[Cl:33]. (2) Reactant: [F:1][C:2]1[CH:7]=[CH:6][C:5]([NH:8][C:9]2[CH:14]=[C:13]([NH2:15])[N:12]=[CH:11][N:10]=2)=[CH:4][CH:3]=1.[Cl:16][C:17]1[CH:22]=[CH:21][CH:20]=[C:19]([Cl:23])[C:18]=1[N:24]=[C:25]=[O:26]. Product: [Cl:16][C:17]1[CH:22]=[CH:21][CH:20]=[C:19]([Cl:23])[C:18]=1[NH:24][C:25]([NH:15][C:13]1[CH:14]=[C:9]([NH:8][C:5]2[CH:4]=[CH:3][C:2]([F:1])=[CH:7][CH:6]=2)[N:10]=[CH:11][N:12]=1)=[O:26]. The catalyst class is: 12. (3) Reactant: [CH:1]1([C:4](Cl)=[O:5])[CH2:3][CH2:2]1.[N:7]1[C:16]2[C:11](=[CH:12][CH:13]=[CH:14][CH:15]=2)[CH:10]=[C:9]([C:17]2[CH:18]=[C:19]3[C:25]([NH2:26])=[N:24][NH:23][C:20]3=[CH:21][N:22]=2)[CH:8]=1. Product: [N:7]1[C:16]2[C:11](=[CH:12][CH:13]=[CH:14][CH:15]=2)[CH:10]=[C:9]([C:17]2[CH:18]=[CH:19][C:20]3[NH:23][N:24]=[C:25]([NH:26][C:4]([CH:1]4[CH2:3][CH2:2]4)=[O:5])[C:21]=3[N:22]=2)[CH:8]=1. The catalyst class is: 17.